Dataset: Forward reaction prediction with 1.9M reactions from USPTO patents (1976-2016). Task: Predict the product of the given reaction. (1) Given the reactants [Cl:1][C:2]1[CH:3]=[C:4]([C:8](=[O:19])[CH2:9][C:10]2[NH:14][C:13]3[CH2:15][CH2:16][CH2:17][CH2:18][C:12]=3[N:11]=2)[CH:5]=[CH:6][CH:7]=1.C[O-].[Na+].[C:23](OC)(=[O:26])[C:24]#[CH:25], predict the reaction product. The product is: [Cl:1][C:2]1[CH:3]=[C:4]([CH:5]=[CH:6][CH:7]=1)[C:8]([C:9]1[CH:25]=[CH:24][C:23](=[O:26])[N:14]2[C:13]3[CH2:15][CH2:16][CH2:17][CH2:18][C:12]=3[NH:11][C:10]=12)=[O:19]. (2) Given the reactants C([O:3][C:4](=[O:21])[CH2:5][O:6][C:7]1[CH:12]=[CH:11][C:10]([C:13]2[CH2:18][CH2:17][C:16](=[O:19])[NH:15][N:14]=2)=[CH:9][C:8]=1[Cl:20])C.[OH-].[Na+].O.Cl, predict the reaction product. The product is: [Cl:20][C:8]1[CH:9]=[C:10]([C:13]2[CH2:18][CH2:17][C:16](=[O:19])[NH:15][N:14]=2)[CH:11]=[CH:12][C:7]=1[O:6][CH2:5][C:4]([OH:21])=[O:3]. (3) Given the reactants Br[C:2]1[S:6][C:5]([S:7]([N:10]2[CH2:15][CH2:14][N:13]([C:16]3[N:21]=[CH:20][C:19]([C:22]([OH:31])([C:27]([F:30])([F:29])[F:28])[C:23]([F:26])([F:25])[F:24])=[CH:18][N:17]=3)[C@@H:12]([CH3:32])[CH2:11]2)(=[O:9])=[O:8])=[CH:4][CH:3]=1.C1(C(C2C=CC=CC=2)=[NH:40])C=CC=CC=1.CC(C)([O-])C.[Na+].C1(P(C2C=CC=CC=2)C2C=CC3C(=CC=CC=3)C=2C2C3C(=CC=CC=3)C=CC=2P(C2C=CC=CC=2)C2C=CC=CC=2)C=CC=CC=1.Cl.[OH-].[Na+], predict the reaction product. The product is: [NH2:40][C:2]1[S:6][C:5]([S:7]([N:10]2[CH2:15][CH2:14][N:13]([C:16]3[N:21]=[CH:20][C:19]([C:22]([OH:31])([C:27]([F:30])([F:29])[F:28])[C:23]([F:26])([F:25])[F:24])=[CH:18][N:17]=3)[C@@H:12]([CH3:32])[CH2:11]2)(=[O:9])=[O:8])=[CH:4][CH:3]=1.